This data is from Peptide-MHC class I binding affinity with 185,985 pairs from IEDB/IMGT. The task is: Regression. Given a peptide amino acid sequence and an MHC pseudo amino acid sequence, predict their binding affinity value. This is MHC class I binding data. (1) The peptide sequence is PDPPTNTPEA. The MHC is Mamu-A01 with pseudo-sequence Mamu-A01. The binding affinity (normalized) is 0. (2) The peptide sequence is TILIRTGL. The MHC is H-2-Kb with pseudo-sequence H-2-Kb. The binding affinity (normalized) is 0.324. (3) The peptide sequence is TERQANFL. The MHC is H-2-Kk with pseudo-sequence H-2-Kk. The binding affinity (normalized) is 0.897. (4) The peptide sequence is WGKEAVNHF. The MHC is HLA-A68:02 with pseudo-sequence HLA-A68:02. The binding affinity (normalized) is 0.0847. (5) The binding affinity (normalized) is 0. The MHC is Mamu-B01 with pseudo-sequence Mamu-B01. The peptide sequence is DDPWGEVL. (6) The peptide sequence is EWAENCYNL. The MHC is HLA-B51:01 with pseudo-sequence HLA-B51:01. The binding affinity (normalized) is 0.0847. (7) The peptide sequence is ESDGKPQKA. The MHC is HLA-A30:02 with pseudo-sequence HLA-A30:02. The binding affinity (normalized) is 0.301.